Dataset: Drug-target binding data from BindingDB using Ki measurements. Task: Regression. Given a target protein amino acid sequence and a drug SMILES string, predict the binding affinity score between them. We predict pKi (pKi = -log10(Ki in M); higher means stronger inhibition). Dataset: bindingdb_ki. (1) The small molecule is CC(C)C[C@H](NC(=O)[C@H](CC(C)C)NC(=O)[C@@H](Cc1c[nH]c2ccccc12)NC(=O)[C@H](Cc1ccccc1)NC(=O)[C@@H](Cc1c[nH]c2ccccc12)NC(=O)[C@H](CCC(N)=O)NC(=O)[C@@H](Cc1c[nH]c2ccccc12)NC(=O)[C@@H]1CCCN1C(=O)[C@H](CCCCN)NC(=O)[C@@H]1CCCN1C(=O)[C@H](N)CCCN=C(N)N)C(N)=O. The target protein sequence is MWNATPSEEPGFNLTLADLDWDASPGNDSLGDELLQLFPAPLLAGVTATCVALFVVGIAGNLLTMLVVSRFRELRTTTNLYLSSMAFSDLLIFLCMPLDLVRLWQYRPWNFGDLLCKLFQFVSQSCTYATVLTITALSVERYFAICFPLRAKVVVTKGRVKLVIFVIWAVAFCSAGPIFVLVGVEHENGTDPWDTNECRPTEFAVRSGLLTVMVWVSSIFFFLPVFCLTVLYSLIGRKLWRRRRGDAVVGASLRDQNHKQTVKMLAVVVFAFILCWLPFHVGRYLFSKSFEPGSLEIAQISQYCNLVSFVLFYLSAAINPILYNIMSKKYRVAVFRLLGFEPFSQRKLSTLKDESSRAWTESSINT. The pKi is 6.1. (2) The compound is N=C(N)NC(=O)c1nc(Cl)c(N)nc1N. The target protein (P01150) has sequence MPGPWLLLALALIFTLTGIPESCALPEAAQEEGAVTPDLPGLENVQVRPERRFLWKDLQRVRGDLGAALDSWITKRQHPGKREEEEKDIEAEERGDLGEGGAWRLHKRQHPGRRANQDKYSWADEEDSDWMPRSWLPDFFLDSWFSDVPQVKRQHPGRRSFPWMESDVTKRQHPGRRFIDPELQRSWEEKEGEGVLMPEKRQHPGKRALGHPCGPQGTCGQTGLLQLLGDLSRGQETLVKQSPQVEPWDKEPLEE. The pKi is 5.0. (3) The drug is COc1cc(Cc2cnc(N)nc2N)cc(OC)c1OC. The target protein sequence is MTLSILVAHDLQRVIGFENQLPWHLPNDLKHVKKLSTGHTLVMGRKTFESIGKPLPNRRNVVLTSDTSFNVEGVDVIHSIEDIYQLPGHVFIFGGQTLYEEMIDKVDDMYITVIEGKFRGDTFFPPYTFEDWEVASSVEGKLDEKNTIPHTFLHLIRKK. The pKi is 5.3. (4) The target protein (P23284) has sequence MLRLSERNMKVLLAAALIAGSVFFLLLPGPSAADEKKKGPKVTVKVYFDLRIGDEDVGRVIFGLFGKTVPKTVDNFVALATGEKGFGYKNSKFHRVIKDFMIQGGDFTRGDGTGGKSIYGERFPDENFKLKHYGPGWVSMANAGKDTNGSQFFITTVKTAWLDGKHVVFGKVLEGMEVVRKVESTKTDSRDKPLKDVIIADCGKIEVEKPFAIAKE. The drug is COc1ccc(F)cc1C(=O)C1(C)CCc2ccccc21. The pKi is 4.0. (5) The drug is Nc1ncnc2ncn(C3CC(O)C(COS(=O)(=O)NC(=O)c4ccccc4O)O3)c12. The target protein (P71716) has sequence MPPKAADGRRPSPDGGLGGFVPFPADRAASYRAAGYWSGRTLDTVLSDAARRWPDRLAVADAGDRPGHGGLSYAELDQRADRAAAALHGLGITPGDRVLLQLPNGCQFAVALFALLRAGAIPVMCLPGHRAAELGHFAAVSAATGLVVADVASGFDYRPMARELVADHPTLRHVIVDGDPGPFVSWAQLCAQAGTGSPAPPADPGSPALLLVSGGTTGMPKLIPRTHDDYVFNATASAALCRLSADDVYLVVLAAGHNFPLACPGLLGAMTVGATAVFAPDPSPEAAFAAIERHGVTVTALVPALAKLWAQSCEWEPVTPKSLRLLQVGGSKLEPEDARRVRTALTPGLQQVFGMAEGLLNFTRIGDPPEVVEHTQGRPLCPADELRIVNADGEPVGPGEEGELLVRGPYTLNGYFAAERDNERCFDPDGFYRSGDLVRRRDDGNLVVTGRVKDVICRAGETIAASDLEEQLLSHPAIFSAAAVGLPDQYLGEKICAAVV.... The pKi is 8.4. (6) The target protein (Q86VW1) has sequence MGSRHFEGIYDHVGHFGRFQRVLYFICAFQNISCGIHYLASVFMGVTPHHVCRPPGNVSQVVFHNHSNWSLEDTGALLSSGQKDYVTVQLQNGEIWELSRCSRNKRENTSSLGYEYTGSKKEFPCVDGYIYDQNTWKSTAVTQWNLVCDRKWLAMLIQPLFMFGVLLGSVTFGYFSDRLGRRVVLWATSSSMFLFGIAAAFAVDYYTFMAARFFLAMVASGYLVVGFVYVMEFIGMKSRTWASVHLHSFFAVGTLLVALTGYLVRTWWLYQMILSTVTVPFILCCWVLPETPFWLLSEGRYEEAQKIVDIMAKWNRASSCKLSELLSLDLQGPVSNSPTEVQKHNLSYLFYNWSITKRTLTVWLIWFTGSLGFYSFSLNSVNLGGNEYLNLFLLGVVEIPAYTFVCIAMDKVGRRTVLAYSLFCSALACGVVMVIPQKHYILGVVTAMVGKFAIGAAFGLIYLYTAELYPTIVRSLAVGSGSMVCRLASILAPFSVDLSS.... The small molecule is C[N+](C)(C)C[C@H](O)CC(=O)[O-]. The pKi is 4.5. (7) The compound is COC(=O)[C@H]1[C@@H](O)CC[C@H]2CN3CCc4c([nH]c5ccccc45)[C@@H]3C[C@@H]21. The target protein (P28565) has sequence MSLPNQSLEGLPQEASNRSLNATGAWDPEVLQALRISLVVVLSIITLATVLSNAFVLTTILLTKKLHTPANYLIGSLATTDLLVSILVMPISIAYTTTRTWNFGQILCDIWVSSDITCCTASILHLCVIALDRYWAITDALEYSKRRTAGHAAAMIAAVWAISICISIPPLFWRQATAHEEMSDCLVNTSQISYTIYSTCGAFYIPSILLIILYGRIYVAARSRILNPPSLYGKRFTTAQLITGSAGSSLCSLNPSLHESHTHTVGSPLFFNQVKIKLADSILERKRISAARERKATKTLGIILGAFIICWLPFFVVSLVLPICRDSCWIHPALFDFFTWLGYLNSLINPVIYTVFNEDFRQAFQRVVHFRKAS. The pKi is 7.5. (8) The drug is CN1C(=O)C(C)(C)N=C1c1ccc(C#Cc2cccc(Cl)c2)cn1. The target protein sequence is MVLLLILSVLLLKEDVRGSAQSSERRVVAHMPGDIIIGALFSVHHQPTVDKVHERKCGAVREQYGIQRVEAMLHTLERINSDPTLLPNITLGCEIRDSCWHSAVALEQSIEFIRDSLISSEEEEGLVRCVDGSSSFRSKKPIVGVIGPGSSSVAIQVQNLLQLFNIPQIAYSATSMDLSDKTLFKYFMRVVPSDAQQARAMVDIVKRYNWTYVSAVHTEGNYGESGMEAFKDMSAKEGICIAHSYKIYSNAGEQSFDKLLKKLRSHLPKARVVACFCEGMTVRGLLMAMRRLGLAGEFLLLGSDGWADRYDVTDGYQREAVGGITIKLQSPDVKWFDDYYLKLRPETNLRNPWFQEFWQHRFQCRLEGFAQENSKYNKTCNSSLTLRTHHVQDSKMGFVINAIYSMAYGLHNMQMSLCPGYAGLCDAMKPIDGRKLLDSLMKTNFTGVSGDMILFDENGDSPGRYEIMNFKEMGKDYFDYINVGSWDNGELKMDDDEVWS.... The pKi is 7.8.